From a dataset of Forward reaction prediction with 1.9M reactions from USPTO patents (1976-2016). Predict the product of the given reaction. (1) The product is: [Br:1][C:2]1[C:7]([C:14]#[N:15])=[N:6][C:5]([CH3:9])=[CH:4][CH:3]=1. Given the reactants [Br:1][C:2]1[CH:3]=[CH:4][C:5]([CH3:9])=[N+:6]([O-])[CH:7]=1.C[Si]([C:14]#[N:15])(C)C.C(N(CC)CC)C, predict the reaction product. (2) Given the reactants [N+:1]([C:4]1[CH:9]=[CH:8][C:7]([CH:10]2[CH2:15][C:14](=[O:16])[NH:13][C:12](=[O:17])[CH2:11]2)=[CH:6][CH:5]=1)([O-])=O, predict the reaction product. The product is: [NH2:1][C:4]1[CH:5]=[CH:6][C:7]([CH:10]2[CH2:11][C:12](=[O:17])[NH:13][C:14](=[O:16])[CH2:15]2)=[CH:8][CH:9]=1. (3) Given the reactants P(Cl)(Cl)([Cl:3])=O.[CH3:6][O:7][C:8]1[C:13](=O)[CH:12]=[CH:11][NH:10][C:9]=1[Br:15], predict the reaction product. The product is: [Br:15][C:9]1[C:8]([O:7][CH3:6])=[C:13]([Cl:3])[CH:12]=[CH:11][N:10]=1. (4) Given the reactants [CH2:1]([O:3][C:4]1[CH:23]=[CH:22][C:7]([C:8]([N:10]2[C:19]3[C:14](=[CH:15][CH:16]=[CH:17][CH:18]=3)[CH:13](O)[CH2:12][CH:11]2[CH3:21])=[O:9])=[CH:6][C:5]=1[O:24][CH3:25])[CH3:2].[NH:26]1[C:35]2[C:30](=[CH:31][CH:32]=[CH:33][CH:34]=2)[CH2:29][CH2:28][CH2:27]1, predict the reaction product. The product is: [CH2:1]([O:3][C:4]1[CH:23]=[CH:22][C:7]([C:8]([N:10]2[C:19]3[C:14](=[CH:15][CH:16]=[CH:17][CH:18]=3)[CH:13]([N:26]3[C:35]4[C:30](=[CH:31][CH:32]=[CH:33][CH:34]=4)[CH2:29][CH2:28][CH2:27]3)[CH2:12][CH:11]2[CH3:21])=[O:9])=[CH:6][C:5]=1[O:24][CH3:25])[CH3:2]. (5) Given the reactants [CH2:1]([C:5]1[N:6]=[C:7]([CH3:27])[NH:8][C:9](=[O:26])[C:10]=1[CH2:11][C:12]1[CH:17]=[CH:16][C:15]([C:18]2[C:19]([C:24]#[N:25])=[CH:20][CH:21]=[CH:22][CH:23]=2)=[CH:14][CH:13]=1)[CH2:2][CH2:3][CH3:4].I[CH:29]([CH3:31])[CH3:30].[H-].[Na+].C(OCC)(=O)C, predict the reaction product. The product is: [CH2:1]([C:5]1[N:6]=[C:7]([CH3:27])[N:8]([CH:29]([CH3:31])[CH3:30])[C:9](=[O:26])[C:10]=1[CH2:11][C:12]1[CH:17]=[CH:16][C:15]([C:18]2[C:19]([C:24]#[N:25])=[CH:20][CH:21]=[CH:22][CH:23]=2)=[CH:14][CH:13]=1)[CH2:2][CH2:3][CH3:4]. (6) Given the reactants C1(OC(=O)[C@@H](NC(OC(C)(C)C)=O)CC[O:11][C:12]2[CH:21]=[C:20]3[C:15]([C:16]([NH:24][C:25]4[CH:30]=[CH:29][C:28]([NH:31][C:32](=[O:39])[C:33]5[CH:38]=[CH:37][CH:36]=[CH:35][CH:34]=5)=[CH:27][CH:26]=4)=[C:17]([C:22]#[N:23])[CH:18]=[N:19]3)=[CH:14][C:13]=2[O:40][CH3:41])CCCC1, predict the reaction product. The product is: [C:22]([C:17]1[CH:18]=[N:19][C:20]2[C:15]([C:16]=1[NH:24][C:25]1[CH:26]=[CH:27][C:28]([NH:31][C:32](=[O:39])[C:33]3[CH:38]=[CH:37][CH:36]=[CH:35][CH:34]=3)=[CH:29][CH:30]=1)=[CH:14][C:13]([O:40][CH3:41])=[C:12]([OH:11])[CH:21]=2)#[N:23].